From a dataset of hERG potassium channel inhibition data for cardiac toxicity prediction from Karim et al.. Regression/Classification. Given a drug SMILES string, predict its toxicity properties. Task type varies by dataset: regression for continuous values (e.g., LD50, hERG inhibition percentage) or binary classification for toxic/non-toxic outcomes (e.g., AMES mutagenicity, cardiotoxicity, hepatotoxicity). Dataset: herg_karim. (1) The compound is CC(C)CNc1nc(N2CCN(CC3CCCOC3)CC2)ncc1C(=O)NCc1ccccc1. The result is 1 (blocker). (2) The drug is CC(C)(OCC(F)(F)F)c1cnc2n1C[C@H](c1cccc(F)c1F)CC[C@H]2NC(=O)N1CCC2(CC1)OC(=O)Nc1ncccc12. The result is 1 (blocker). (3) The molecule is CCOC(=O)C1=C(C)NC(C)=C(C(=O)OC)C1c1cccc([N+](=O)[O-])c1. The result is 0 (non-blocker). (4) The compound is COc1ncccc1-c1ccc(/C=C/[C@H]2[C@H](C)C(F)(F)C[C@@]3(CC(N)=O)C(=O)O[C@H](C)[C@@H]23)nc1. The result is 0 (non-blocker). (5) The compound is CC(C)CN(CCc1ccc(Cl)c(Cl)c1)CC(O)COc1ccc(NS(C)(=O)=O)cc1. The result is 1 (blocker). (6) The compound is Cc1ccc2c(-c3nnc(SCCCN4CCc5cc6nc(-c7cc(C)nn7C)oc6cc5CC4)n3C)cccc2n1. The result is 1 (blocker).